From a dataset of Reaction yield outcomes from USPTO patents with 853,638 reactions. Predict the reaction yield, written as a fraction of the theoretical maximum amount of product (1.0 means a 100% yield; for example, 0.34 means a 34% yield). (1) The reactants are II.[CH:3]1(Br)[CH2:5][CH2:4]1.[C:7]([O-:11])(=[O:10])[CH:8]=[O:9].[CH2:12]1COC[CH2:13]1. No catalyst specified. The product is [OH:9][CH:8]([CH:3]1[CH2:4][CH2:5]1)[C:7]([O:11][CH2:12][CH3:13])=[O:10]. The yield is 0.710. (2) The catalyst is C(Cl)Cl.CC(O)=O. The yield is 0.280. The reactants are O[C:2](C(F)(F)F)=O.[CH2:8]([N:10]([CH:26]1[CH2:31][CH2:30][NH:29][CH2:28][CH2:27]1)[C:11]1[C:12]([CH3:25])=[C:13]([CH:18]=[C:19]([C:21]([F:24])([F:23])[F:22])[CH:20]=1)[C:14]([O:16][CH3:17])=[O:15])[CH3:9].C=O.C(O[BH-](OC(=O)C)OC(=O)C)(=O)C.[Na+].C([O-])(O)=O.[Na+]. The product is [CH2:8]([N:10]([CH:26]1[CH2:31][CH2:30][N:29]([CH3:2])[CH2:28][CH2:27]1)[C:11]1[C:12]([CH3:25])=[C:13]([CH:18]=[C:19]([C:21]([F:24])([F:23])[F:22])[CH:20]=1)[C:14]([O:16][CH3:17])=[O:15])[CH3:9]. (3) The reactants are [CH:1]([C:4]1[CH:5]=[CH:6][C:7]([C:12]2[CH:21]=[CH:20][C:19]3[C:14](=[CH:15][CH:16]=[C:17]([CH:22]([CH3:24])[CH3:23])[CH:18]=3)[CH:13]=2)=[C:8]([CH:11]=1)C=O)([CH3:3])[CH3:2].[Cl-].[CH3:26][O:27][CH2:28][P+](C1C=CC=CC=1)(C1C=CC=CC=1)C1C=CC=CC=1.[C:48](O[K])(C)(C)C. The catalyst is O1CCCC1. The product is [CH:22]([C:17]1[CH:16]=[CH:15][C:14]2[C:19](=[CH:20][CH:21]=[C:12]([C:7]3[CH:6]=[CH:5][C:4]([CH:1]([CH3:3])[CH3:2])=[CH:11][C:8]=3[CH:48]=[CH:28][O:27][CH3:26])[CH:13]=2)[CH:18]=1)([CH3:23])[CH3:24]. The yield is 0.900. (4) The reactants are [NH2:1][C:2]1[C:10]([Cl:11])=[N:9][CH:8]=[CH:7][C:3]=1[C:4]([NH2:6])=[O:5].[C:12](Cl)([Cl:14])=S. The catalyst is O1CCOCC1.CCOCC. The product is [Cl:14][C:12]1[N:6]=[C:4]([OH:5])[C:3]2[CH:7]=[CH:8][N:9]=[C:10]([Cl:11])[C:2]=2[N:1]=1. The yield is 0.960. (5) The reactants are [CH3:1][O:2][C:3]([CH:5]1[CH2:9][C:8](=[O:10])[N:7]([C:11]2[CH:16]=[CH:15][C:14]([OH:17])=[CH:13][CH:12]=2)[CH2:6]1)=[O:4].[F:18][C:19]1[CH:26]=[CH:25][C:22]([CH2:23]Br)=[CH:21][CH:20]=1.C(=O)([O-])[O-].[K+].[K+]. The product is [CH3:1][O:2][C:3]([CH:5]1[CH2:9][C:8](=[O:10])[N:7]([C:11]2[CH:12]=[CH:13][C:14]([O:17][CH2:23][C:22]3[CH:25]=[CH:26][C:19]([F:18])=[CH:20][CH:21]=3)=[CH:15][CH:16]=2)[CH2:6]1)=[O:4]. The yield is 0.980. The catalyst is CC(=O)CC.C(OCC)(=O)C. (6) The reactants are [C:1]([O:5][CH2:6][C:7]([CH2:16][O:17][CH3:18])([C:10]([CH3:15])([CH3:14])[CH:11]([CH3:13])[CH3:12])[CH2:8][OH:9])([CH3:4])([CH3:3])[CH3:2].[H-].[Na+].[C:21](OCC(O)C(COC)C(C)(C)C(C)C)(C)(C)C.CI. The catalyst is C1COCC1. The product is [C:1]([O:5][CH2:6][C:7]([CH2:8][O:9][CH3:21])([CH2:16][O:17][CH3:18])[C:10]([CH3:15])([CH3:14])[CH:11]([CH3:12])[CH3:13])([CH3:2])([CH3:3])[CH3:4]. The yield is 0.550.